This data is from Forward reaction prediction with 1.9M reactions from USPTO patents (1976-2016). The task is: Predict the product of the given reaction. Given the reactants Cl[C:2]1[CH:7]=[N:6][CH:5]=[C:4]([Cl:8])[N:3]=1.[CH2:9]([OH:19])[C:10]1[CH:18]=[CH:17][C:16]2[O:15][CH2:14][O:13][C:12]=2[CH:11]=1.[H-].[Na+].O, predict the reaction product. The product is: [O:15]1[C:16]2[CH:17]=[CH:18][C:10]([CH2:9][O:19][C:2]3[CH:7]=[N:6][CH:5]=[C:4]([Cl:8])[N:3]=3)=[CH:11][C:12]=2[O:13][CH2:14]1.